Dataset: Reaction yield outcomes from USPTO patents with 853,638 reactions. Task: Predict the reaction yield, written as a fraction of the theoretical maximum amount of product (1.0 means a 100% yield; for example, 0.34 means a 34% yield). (1) The reactants are [H-].[Na+].[N:3]1[CH:8]=[CH:7][N:6]=[CH:5][C:4]=1[CH2:9][OH:10].[CH:11]([CH:14]1[C:19]2[N:20]=[CH:21][NH:22][C:18]=2[CH2:17][CH2:16][N:15]1[C:23](OCC(Cl)(Cl)Cl)=[O:24])([CH3:13])[CH3:12]. The catalyst is C1COCC1. The product is [CH:11]([CH:14]1[C:19]2[N:20]=[CH:21][NH:22][C:18]=2[CH2:17][CH2:16][N:15]1[C:23]([O:10][CH2:9][C:4]1[CH:5]=[N:6][CH:7]=[CH:8][N:3]=1)=[O:24])([CH3:13])[CH3:12]. The yield is 0.104. (2) The reactants are [CH3:1][O:2][C:3]1[CH:4]=[C:5]([CH:9]([C:12](=O)[C:13]2[CH:18]=[CH:17][N:16]=[CH:15][CH:14]=2)[C:10]#[N:11])[CH:6]=[CH:7][CH:8]=1.O=P(Cl)(Cl)[Cl:22]. No catalyst specified. The product is [Cl:22][C:12]([C:13]1[CH:18]=[CH:17][N:16]=[CH:15][CH:14]=1)=[C:9]([C:5]1[CH:6]=[CH:7][CH:8]=[C:3]([O:2][CH3:1])[CH:4]=1)[C:10]#[N:11]. The yield is 0.570. (3) The yield is 0.980. The product is [NH:13]([C:2]1[C:7]([CH3:8])=[CH:6][C:5]([N+:9]([O-:11])=[O:10])=[CH:4][N:3]=1)[NH2:14]. The catalyst is CCO. The reactants are Cl[C:2]1[C:7]([CH3:8])=[CH:6][C:5]([N+:9]([O-:11])=[O:10])=[CH:4][N:3]=1.O.[NH2:13][NH2:14]. (4) The reactants are [C:1]([NH:11][C@H:12]([C:16]([O:18][C:19]1[CH:24]=[CH:23][CH:22]=[CH:21][C:20]=1[CH2:25][C:26]([O:28]CC1C=CC(OC)=CC=1)=[O:27])=[O:17])[CH:13]([CH3:15])[CH3:14])([O:3][CH2:4][C:5]1[CH:10]=[CH:9][CH:8]=[CH:7][CH:6]=1)=[O:2].FC(F)(F)C(O)=O. The catalyst is ClCCl. The product is [C:1]([NH:11][C@H:12]([C:16]([O:18][C:19]1[CH:24]=[CH:23][CH:22]=[CH:21][C:20]=1[CH2:25][C:26]([OH:28])=[O:27])=[O:17])[CH:13]([CH3:15])[CH3:14])([O:3][CH2:4][C:5]1[CH:10]=[CH:9][CH:8]=[CH:7][CH:6]=1)=[O:2]. The yield is 0.800. (5) The reactants are [OH2:1].[OH-].[Li+].[F:4][C:5]1[CH:10]=[CH:9][C:8]([CH:11]2[O:16][C:15](=[O:17])[C:14]3=[CH:18][CH:19]=[C:20]([CH3:21])[N:13]3[CH2:12]2)=[CH:7][CH:6]=1.Cl. The catalyst is O.C1COCC1.CCOC(C)=O. The product is [F:4][C:5]1[CH:10]=[CH:9][C:8]([CH:11]([OH:16])[CH2:12][N:13]2[C:20]([CH3:21])=[CH:19][CH:18]=[C:14]2[C:15]([OH:1])=[O:17])=[CH:7][CH:6]=1. The yield is 0.980. (6) The reactants are [CH3:1][N:2]([CH3:26])[C:3]1[N:25]=[C:6]2[CH:7]=[C:8]([NH:11][C:12]([C:14]3[N:18]([CH3:19])[N:17]=[CH:16][C:15]=3[C:20]([O:22]CC)=[O:21])=[O:13])[CH:9]=[CH:10][N:5]2[N:4]=1.O.[OH-].[Li+]. The catalyst is CO.O. The product is [CH3:1][N:2]([CH3:26])[C:3]1[N:25]=[C:6]2[CH:7]=[C:8]([NH:11][C:12]([C:14]3[N:18]([CH3:19])[N:17]=[CH:16][C:15]=3[C:20]([OH:22])=[O:21])=[O:13])[CH:9]=[CH:10][N:5]2[N:4]=1. The yield is 0.953. (7) The reactants are [CH2:1]([C:3]1[C:4]([OH:13])=[C:5]([C:9]([CH3:12])=[CH:10][CH:11]=1)[C:6]([OH:8])=[O:7])[CH3:2].C(N(C(C)C)CC)(C)C.[CH3:23][O:24][CH2:25]Cl. The catalyst is ClCCl. The product is [CH2:1]([C:3]1[C:4]([O:13][CH2:23][O:24][CH3:25])=[C:5]([C:9]([CH3:12])=[CH:10][CH:11]=1)[C:6]([OH:8])=[O:7])[CH3:2]. The yield is 1.00.